Dataset: Catalyst prediction with 721,799 reactions and 888 catalyst types from USPTO. Task: Predict which catalyst facilitates the given reaction. (1) Reactant: C([O:4][C@H:5]1[CH2:22][CH2:21][C@@:20]2([CH3:23])[C@@H:7]([CH2:8][CH2:9][C@:10]3([CH3:42])[C@@H:19]2[CH2:18][CH2:17][C@H:16]2[C@@:11]3([CH3:41])[CH2:12][CH2:13][C@@:14]3([CH2:31][CH2:32][NH:33][C:34]([O:36][C:37]([CH3:40])([CH3:39])[CH3:38])=[O:35])[CH2:26][C:25](=[O:27])[C:24]([CH:28]([CH3:30])[CH3:29])=[C:15]32)[C:6]1([CH3:44])[CH3:43])(=O)C.[OH-].[Na+].O.CCOC(C)=O. Product: [OH:4][C@H:5]1[CH2:22][CH2:21][C@@:20]2([CH3:23])[C@@H:7]([CH2:8][CH2:9][C@:10]3([CH3:42])[C@@H:19]2[CH2:18][CH2:17][C@H:16]2[C@@:11]3([CH3:41])[CH2:12][CH2:13][C@@:14]3([CH2:31][CH2:32][NH:33][C:34](=[O:35])[O:36][C:37]([CH3:40])([CH3:39])[CH3:38])[CH2:26][C:25](=[O:27])[C:24]([CH:28]([CH3:30])[CH3:29])=[C:15]32)[C:6]1([CH3:43])[CH3:44]. The catalyst class is: 92. (2) Reactant: [C:1]([C:5]1[CH:10]=[C:9]([C:11]([CH3:14])([CH3:13])[CH3:12])[CH:8]=[C:7]([N:15]2[N:19]=[C:18]3[C:20]([Br:25])=[CH:21][CH:22]=[C:23]([Br:24])[C:17]3=[N:16]2)[C:6]=1[OH:26])([CH3:4])([CH3:3])[CH3:2].[C:27](=O)([O-])[O-].[K+].[K+].IC.C(Cl)Cl. Product: [C:1]([C:5]1[C:6]([O:26][CH3:27])=[C:7]([N:15]2[N:16]=[C:17]3[C:23]([Br:24])=[CH:22][CH:21]=[C:20]([Br:25])[C:18]3=[N:19]2)[CH:8]=[C:9]([C:11]([CH3:14])([CH3:13])[CH3:12])[CH:10]=1)([CH3:2])([CH3:3])[CH3:4]. The catalyst class is: 18. (3) Reactant: [CH3:1][CH:2]([N:4]1[CH:8]=[N:7][CH:6]=[N:5]1)[CH3:3].C([Li])CCC.[C:14](=[O:16])=[O:15]. Product: [CH3:1][CH:2]([N:4]1[C:8]([C:14]([OH:16])=[O:15])=[N:7][CH:6]=[N:5]1)[CH3:3]. The catalyst class is: 134. (4) Reactant: [Br:1][C:2]1[CH:7]=[CH:6][C:5]([C:8]([NH:10][C:11]2[N:15]([CH3:16])[N:14]=[CH:13][C:12]=2[C:17]([NH:19][CH2:20][C@@H:21]2[CH2:25][CH2:24][N:23]([C:26]([O:28]C(C)(C)C)=O)[CH2:22]2)=[O:18])=[O:9])=[C:4]([F:33])[CH:3]=1.Cl.CCN([CH:41]([CH3:43])[CH3:42])C(C)C.C1(C(Cl)=O)CC1. The catalyst class is: 12. Product: [Br:1][C:2]1[CH:7]=[CH:6][C:5]([C:8]([NH:10][C:11]2[N:15]([CH3:16])[N:14]=[CH:13][C:12]=2[C:17]([NH:19][CH2:20][C@@H:21]2[CH2:25][CH2:24][N:23]([C:26]([CH:41]3[CH2:43][CH2:42]3)=[O:28])[CH2:22]2)=[O:18])=[O:9])=[C:4]([F:33])[CH:3]=1. (5) Reactant: F[C:2]1[CH:3]=[N:4][CH:5]=[CH:6][C:7]=1[N:8]1[CH:12]=[C:11]([CH3:13])[CH:10]=[N:9]1.[NH:14]1[CH2:19][CH2:18][CH:17]([C:20]([O:22][CH2:23][CH3:24])=[O:21])[CH2:16][CH2:15]1.C(=O)([O-])[O-].[K+].[K+].CN1C(=O)CCC1. Product: [CH3:13][C:11]1[CH:10]=[N:9][N:8]([C:7]2[CH:6]=[CH:5][N:4]=[CH:3][C:2]=2[N:14]2[CH2:19][CH2:18][CH:17]([C:20]([O:22][CH2:23][CH3:24])=[O:21])[CH2:16][CH2:15]2)[CH:12]=1. The catalyst class is: 6. (6) Reactant: [OH:1][C:2]1[CH:7]=[CH:6][C:5]([C:8]2[C:12]3[CH:13]=[C:14]([CH2:17][O:18][C:19]4[CH:24]=[CH:23][C:22]([C@@H:25]([C:32]#[C:33][CH3:34])[CH2:26][C:27]([O:29][CH2:30][CH3:31])=[O:28])=[CH:21][CH:20]=4)[CH:15]=[CH:16][C:11]=3[S:10][CH:9]=2)=[C:4]([CH3:35])[CH:3]=1.CC1C=CC(S(O[CH2:47][CH:48]2[CH2:53][CH2:52][S:51](=[O:55])(=[O:54])[CH2:50][CH2:49]2)(=O)=O)=CC=1.C([O-])([O-])=O.[Cs+].[Cs+].O. Product: [O:54]=[S:51]1(=[O:55])[CH2:52][CH2:53][CH:48]([CH2:47][O:1][C:2]2[CH:7]=[CH:6][C:5]([C:8]3[C:12]4[CH:13]=[C:14]([CH2:17][O:18][C:19]5[CH:24]=[CH:23][C:22]([C@@H:25]([C:32]#[C:33][CH3:34])[CH2:26][C:27]([O:29][CH2:30][CH3:31])=[O:28])=[CH:21][CH:20]=5)[CH:15]=[CH:16][C:11]=4[S:10][CH:9]=3)=[C:4]([CH3:35])[CH:3]=2)[CH2:49][CH2:50]1. The catalyst class is: 23. (7) Reactant: Cl[C:2]1[CH:3]=[CH:4][C:5](=[O:23])[N:6]([CH2:8][CH2:9][O:10][C:11]2[C:20]3[C:15](=[CH:16][C:17]([O:21][CH3:22])=[CH:18][CH:19]=3)[N:14]=[CH:13][CH:12]=2)[N:7]=1.Br[C:25]1[CH:33]=[CH:32][C:28]([C:29]([OH:31])=[O:30])=[C:27]([F:34])[CH:26]=1.C(=O)([O-])[O-].[Na+].[Na+].CN(C=O)C. Product: [F:34][C:27]1[CH:26]=[C:25]([C:2]2[CH:3]=[CH:4][C:5](=[O:23])[N:6]([CH2:8][CH2:9][O:10][C:11]3[C:20]4[C:15](=[CH:16][C:17]([O:21][CH3:22])=[CH:18][CH:19]=4)[N:14]=[CH:13][CH:12]=3)[N:7]=2)[CH:33]=[CH:32][C:28]=1[C:29]([OH:31])=[O:30]. The catalyst class is: 189. (8) Reactant: [NH2:1][C:2]([C:6]1[CH:11]=[CH:10][C:9]([O:12][C:13]2[CH:18]=[CH:17][CH:16]=[CH:15][CH:14]=2)=[CH:8][CH:7]=1)=[CH:3][C:4]#[N:5].[Br:19][C:20]1[CH:21]=[C:22]([C:26](=O)[CH2:27][C:28](OCC)=[O:29])[CH:23]=[CH:24][CH:25]=1. Product: [Br:19][C:20]1[CH:21]=[C:22]([C:26]2[NH:1][C:2]([C:6]3[CH:11]=[CH:10][C:9]([O:12][C:13]4[CH:18]=[CH:17][CH:16]=[CH:15][CH:14]=4)=[CH:8][CH:7]=3)=[C:3]([C:4]#[N:5])[C:28](=[O:29])[CH:27]=2)[CH:23]=[CH:24][CH:25]=1. The catalyst class is: 6. (9) Reactant: [O:1]1CCCO[CH:2]1[C:7]1[CH:8]=[CH:9][C:10]([C:13]2[S:21][C:20]3[C:15](=[N:16][CH:17]=[CH:18][C:19]=3[O:22][C:23]3[CH:28]=[CH:27][C:26]([N+:29]([O-:31])=[O:30])=[CH:25][C:24]=3[F:32])[CH:14]=2)=[N:11][CH:12]=1. Product: [F:32][C:24]1[CH:25]=[C:26]([N+:29]([O-:31])=[O:30])[CH:27]=[CH:28][C:23]=1[O:22][C:19]1[CH:18]=[CH:17][N:16]=[C:15]2[CH:14]=[C:13]([C:10]3[CH:9]=[CH:8][C:7]([CH:2]=[O:1])=[CH:12][N:11]=3)[S:21][C:20]=12. The catalyst class is: 86.